From a dataset of Catalyst prediction with 721,799 reactions and 888 catalyst types from USPTO. Predict which catalyst facilitates the given reaction. (1) Reactant: [CH3:1][S:2](Cl)(=[O:4])=[O:3].[C:6]([O:10][C:11](=[O:20])[NH:12][C@H:13]1[CH2:18][CH2:17][C@H:16]([OH:19])[CH2:15][CH2:14]1)([CH3:9])([CH3:8])[CH3:7].C(N(CC)CC)C.C(=O)([O-])O.[Na+]. Product: [C:6]([O:10][C:11]([NH:12][C@H:13]1[CH2:14][CH2:15][C@H:16]([O:19][S:2]([CH3:1])(=[O:4])=[O:3])[CH2:17][CH2:18]1)=[O:20])([CH3:9])([CH3:7])[CH3:8]. The catalyst class is: 2. (2) Reactant: [F-].C([N+](CCCC)(CCCC)CCCC)CCC.[Br:19][C:20]1[CH:25]=[CH:24][C:23]([C:26](=[O:31])[C:27]([F:30])([F:29])[F:28])=[CH:22][C:21]=1[O:32][CH3:33].C[Si](C)(C)[C:36]([F:39])([F:38])[F:37]. Product: [Br:19][C:20]1[CH:25]=[CH:24][C:23]([C:26]([OH:31])([C:36]([F:39])([F:38])[F:37])[C:27]([F:30])([F:29])[F:28])=[CH:22][C:21]=1[O:32][CH3:33]. The catalyst class is: 1. (3) Reactant: [CH3:1][N:2]([CH:4]=[N:5][C:6]1[N:7]([CH2:17][O:18][C:19](=[O:24])[C:20]([CH3:23])([CH3:22])[CH3:21])[C:8](=[O:16])[C:9]2[NH:14][CH:13]=[C:12](I)[C:10]=2[N:11]=1)[CH3:3].CN(C=O)C.C(N(CC)CC)C.[CH:37]#[C:38][CH3:39]. The catalyst class is: 205. Product: [CH3:1][N:2]([CH:4]=[N:5][C:6]1[N:7]([CH2:17][O:18][C:19](=[O:24])[C:20]([CH3:23])([CH3:22])[CH3:21])[C:8](=[O:16])[C:9]2[NH:14][CH:13]=[C:12]([C:37]#[C:38][CH3:39])[C:10]=2[N:11]=1)[CH3:3]. (4) Reactant: [Br:1][C:2]1[CH:3]=[C:4]([CH2:8][NH:9][CH:10]2[CH2:15][CH2:14][N:13]([C:16]([O:18][C:19]([CH3:22])([CH3:21])[CH3:20])=[O:17])[CH2:12][CH2:11]2)[CH:5]=[CH:6][CH:7]=1.C(N(C(C)C)CC)(C)C.[CH3:32][O:33][C:34]1[CH:39]=[CH:38][C:37]([CH2:40][C:41](Cl)=[O:42])=[CH:36][CH:35]=1.O. Product: [Br:1][C:2]1[CH:3]=[C:4]([CH2:8][N:9]([CH:10]2[CH2:11][CH2:12][N:13]([C:16]([O:18][C:19]([CH3:22])([CH3:21])[CH3:20])=[O:17])[CH2:14][CH2:15]2)[C:41](=[O:42])[CH2:40][C:37]2[CH:38]=[CH:39][C:34]([O:33][CH3:32])=[CH:35][CH:36]=2)[CH:5]=[CH:6][CH:7]=1. The catalyst class is: 4. (5) Reactant: Cl.[NH2:2][C:3]([NH2:5])=[NH2+:4].CC([O-])(C)C.[K+].C([O:14][C:15](=O)[CH2:16][CH:17]1[C:25]2[C:20](=[CH:21][CH:22]=[C:23]([C:26]([F:29])([F:28])[F:27])[CH:24]=2)[C:19](=[O:30])[N:18]1[CH2:31][C:32]([F:35])([F:34])[F:33])C.Cl. Product: [O:30]=[C:19]1[C:20]2[C:25](=[CH:24][C:23]([C:26]([F:27])([F:28])[F:29])=[CH:22][CH:21]=2)[CH:17]([CH2:16][C:15]([NH:4][C:3]([NH2:5])=[NH:2])=[O:14])[N:18]1[CH2:31][C:32]([F:34])([F:33])[F:35]. The catalyst class is: 6. (6) Reactant: [CH3:1][C:2]1[C:7]([CH:8]([S:18]([C:21]2[CH:26]=[CH:25][C:24]([C:27]([F:30])([F:29])[F:28])=[CH:23][CH:22]=2)(=[O:20])=[O:19])[C:9]2[C:14]([F:15])=[CH:13][CH:12]=[C:11]([F:16])[C:10]=2[F:17])=[CH:6][N:5]=[C:4]([C:31]([NH2:33])=[O:32])[CH:3]=1.C=O.[OH-].[Na+].[C:38](OCC)(=[O:40])C. Product: [OH:40][CH2:38][NH:33][C:31]([C:4]1[CH:3]=[C:2]([CH3:1])[C:7]([CH:8]([S:18]([C:21]2[CH:22]=[CH:23][C:24]([C:27]([F:30])([F:28])[F:29])=[CH:25][CH:26]=2)(=[O:20])=[O:19])[C:9]2[C:14]([F:15])=[CH:13][CH:12]=[C:11]([F:16])[C:10]=2[F:17])=[CH:6][N:5]=1)=[O:32]. The catalyst class is: 57. (7) Reactant: C([O:3][C:4](=O)[C:5]([C:8]1[CH:13]=[CH:12][C:11]([NH:14][C:15]([NH:17][C:18]2[CH:23]=[CH:22][CH:21]=[CH:20][C:19]=2[O:24][C:25]2[N:26]([C:31]3[CH:36]=[CH:35][CH:34]=[CH:33][C:32]=3[Cl:37])[N:27]=[C:28]([CH3:30])[CH:29]=2)=[O:16])=[CH:10][CH:9]=1)([CH3:7])[CH3:6])C.[H-].[Al+3].[Li+].[H-].[H-].[H-]. Product: [Cl:37][C:32]1[CH:33]=[CH:34][CH:35]=[CH:36][C:31]=1[N:26]1[C:25]([O:24][C:19]2[CH:20]=[CH:21][CH:22]=[CH:23][C:18]=2[NH:17][C:15]([NH:14][C:11]2[CH:10]=[CH:9][C:8]([C:5]([CH3:6])([CH3:7])[CH2:4][OH:3])=[CH:13][CH:12]=2)=[O:16])=[CH:29][C:28]([CH3:30])=[N:27]1. The catalyst class is: 1. (8) Product: [Cl:19][C:20]1[CH:21]=[CH:22][C:23]([N+:29]([O-:31])=[O:30])=[C:24]([CH:28]=1)[C:25]([NH:14][C:11]1[NH:12][N:13]=[C:9]([C:5]2[CH:6]=[CH:7][CH:8]=[C:3]([C:2]([F:15])([F:1])[F:16])[CH:4]=2)[N:10]=1)=[O:26]. Reactant: [F:1][C:2]([F:16])([F:15])[C:3]1[CH:4]=[C:5]([C:9]2[N:10]=[C:11]([NH2:14])[NH:12][N:13]=2)[CH:6]=[CH:7][CH:8]=1.[H-].[Na+].[Cl:19][C:20]1[CH:21]=[CH:22][C:23]([N+:29]([O-:31])=[O:30])=[C:24]([CH:28]=1)[C:25](Cl)=[O:26]. The catalyst class is: 54. (9) Reactant: [CH3:1][C@@H:2]1[CH2:6][C:5](=[O:7])[CH2:4][C@@H:3]1[C:8]([O:10][CH2:11][CH3:12])=[O:9].[BH4-].[Na+]. Product: [OH:7][C@@H:5]1[CH2:4][C@H:3]([C:8]([O:10][CH2:11][CH3:12])=[O:9])[C@H:2]([CH3:1])[CH2:6]1. The catalyst class is: 8.